Task: Predict which catalyst facilitates the given reaction.. Dataset: Catalyst prediction with 721,799 reactions and 888 catalyst types from USPTO (1) Product: [CH:1]1([O:6][C:7]2[C:12]([O:13][CH3:14])=[CH:11][CH:10]=[C:9]3[C:8]=2[O:18][C:21](=[O:22])[CH:16]=[C:15]3[OH:17])[CH2:2][CH2:3][CH2:4][CH2:5]1. Reactant: [CH:1]1([O:6][C:7]2[C:8]([OH:18])=[C:9]([C:15](=[O:17])[CH3:16])[CH:10]=[CH:11][C:12]=2[O:13][CH3:14])[CH2:5][CH2:4][CH2:3][CH2:2]1.[H-].[Na+].[C:21](=O)(OCC)[O:22]CC.Cl.CC(C)([O-])C.[K+]. The catalyst class is: 6. (2) Reactant: [CH3:1][N:2]1[C:6]([Sn](CCCC)(CCCC)CCCC)=[C:5]([CH3:20])[N:4]=[N:3]1.Br[C:22]1[CH:34]=[N:33][C:32]2[C:31]3[CH:30]=[CH:29][C:28]([Cl:35])=[CH:27][C:26]=3[NH:25][C:24]=2[CH:23]=1.C(N(CC)CC)C. Product: [Cl:35][C:28]1[CH:29]=[CH:30][C:31]2[C:32]3[N:33]=[CH:34][C:22]([C:6]4[N:2]([CH3:1])[N:3]=[N:4][C:5]=4[CH3:20])=[CH:23][C:24]=3[NH:25][C:26]=2[CH:27]=1. The catalyst class is: 555. (3) Reactant: FC(F)(F)C([N:5]1[CH2:11][CH:10]([CH2:12][CH3:13])[C:9]2[CH:14]=[C:15]([Cl:20])[C:16]([O:18][CH3:19])=[CH:17][C:8]=2[CH2:7][CH2:6]1)=O.[OH-].[Na+]. Product: [Cl:20][C:15]1[C:16]([O:18][CH3:19])=[CH:17][C:8]2[CH2:7][CH2:6][NH:5][CH2:11][CH:10]([CH2:12][CH3:13])[C:9]=2[CH:14]=1. The catalyst class is: 430. (4) Reactant: [C:1]([O:5][C:6]([NH:8][CH2:9][C@H:10]1[CH2:15][CH2:14][C@H:13]([C:16]([NH:18][C@H:19]([C:37]([NH:39][C:40]2[CH:45]=[CH:44][C:43]([C:46]3[NH:50][N:49]=[C:48]([C:51]([F:59])([F:58])[C:52]([C:55]([OH:57])=[O:56])([F:54])[F:53])[N:47]=3)=[CH:42][CH:41]=2)=[O:38])[CH2:20][C:21]2[CH:26]=[CH:25][C:24]([C:27]3[CH:32]=[CH:31][C:30]([C:33](O)=[O:34])=[CH:29][C:28]=3[CH3:36])=[CH:23][CH:22]=2)=[O:17])[CH2:12][CH2:11]1)=[O:7])([CH3:4])([CH3:3])[CH3:2].[NH2:60][CH:61]1[CH2:66][CH2:65][N:64]([C:67]([O:69][C:70]([CH3:73])([CH3:72])[CH3:71])=[O:68])[CH2:63][C:62]1([CH3:75])[CH3:74].C(N(CC)C(C)C)(C)C.F[P-](F)(F)(F)(F)F.CN(C(ON1C2=NC=CC=C2N=N1)=[N+](C)C)C. Product: [C:1]([O:5][C:6]([NH:8][CH2:9][C@H:10]1[CH2:11][CH2:12][C@H:13]([C:16]([NH:18][C@@H:19]([CH2:20][C:21]2[CH:26]=[CH:25][C:24]([C:27]3[CH:32]=[CH:31][C:30]([C:33](=[O:34])[NH:60][CH:61]4[CH2:66][CH2:65][N:64]([C:67]([O:69][C:70]([CH3:73])([CH3:72])[CH3:71])=[O:68])[CH2:63][C:62]4([CH3:75])[CH3:74])=[CH:29][C:28]=3[CH3:36])=[CH:23][CH:22]=2)[C:37]([NH:39][C:40]2[CH:45]=[CH:44][C:43]([C:46]3[NH:47][C:48]([C:51]([F:58])([F:59])[C:52]([F:54])([F:53])[C:55]([OH:57])=[O:56])=[N:49][N:50]=3)=[CH:42][CH:41]=2)=[O:38])=[O:17])[CH2:14][CH2:15]1)=[O:7])([CH3:4])([CH3:3])[CH3:2]. The catalyst class is: 9. (5) Reactant: [N+:1]([C:4]1[CH:5]=[N:6][CH:7]=[CH:8][C:9]=1[C:10]1([C:17]([F:20])([F:19])[F:18])[CH2:15][C:14](=[O:16])[CH:13]=[CH:12][O:11]1)([O-:3])=[O:2].[BH4-].[Na+].O.[C:24](OCC)(=[O:26])[CH3:25]. Product: [C:24]([O:16][CH:14]1[CH:13]=[CH:12][O:11][C:10]([C:9]2[CH:8]=[CH:7][N:6]=[CH:5][C:4]=2[N+:1]([O-:3])=[O:2])([C:17]([F:20])([F:19])[F:18])[CH2:15]1)(=[O:26])[CH3:25]. The catalyst class is: 14. (6) Reactant: [C:1]([C:5]1[CH:9]=[C:8]([NH2:10])[N:7]([C:11]2[CH:16]=[CH:15][C:14]([CH3:17])=[CH:13][C:12]=2[CH3:18])[N:6]=1)([CH3:4])([CH3:3])[CH3:2].C([O-])([O-])=O.[K+].[K+].Cl[C:26]([O:28][C:29]1[CH:34]=[CH:33][CH:32]=[CH:31][CH:30]=1)=[O:27]. Product: [C:1]([C:5]1[CH:9]=[C:8]([NH:10][C:26](=[O:27])[O:28][C:29]2[CH:34]=[CH:33][CH:32]=[CH:31][CH:30]=2)[N:7]([C:11]2[CH:16]=[CH:15][C:14]([CH3:17])=[CH:13][C:12]=2[CH3:18])[N:6]=1)([CH3:4])([CH3:3])[CH3:2]. The catalyst class is: 2.